This data is from NCI-60 drug combinations with 297,098 pairs across 59 cell lines. The task is: Regression. Given two drug SMILES strings and cell line genomic features, predict the synergy score measuring deviation from expected non-interaction effect. (1) Drug 1: C1=CC(=CC=C1CCC2=CNC3=C2C(=O)NC(=N3)N)C(=O)NC(CCC(=O)O)C(=O)O. Drug 2: CN(C)C1=NC(=NC(=N1)N(C)C)N(C)C. Cell line: HOP-62. Synergy scores: CSS=31.7, Synergy_ZIP=-2.02, Synergy_Bliss=7.82, Synergy_Loewe=-61.7, Synergy_HSA=3.68. (2) Drug 1: CCCCC(=O)OCC(=O)C1(CC(C2=C(C1)C(=C3C(=C2O)C(=O)C4=C(C3=O)C=CC=C4OC)O)OC5CC(C(C(O5)C)O)NC(=O)C(F)(F)F)O. Cell line: COLO 205. Synergy scores: CSS=43.8, Synergy_ZIP=0.871, Synergy_Bliss=-1.79, Synergy_Loewe=-2.92, Synergy_HSA=-2.89. Drug 2: C#CCC(CC1=CN=C2C(=N1)C(=NC(=N2)N)N)C3=CC=C(C=C3)C(=O)NC(CCC(=O)O)C(=O)O.